This data is from NCI-60 drug combinations with 297,098 pairs across 59 cell lines. The task is: Regression. Given two drug SMILES strings and cell line genomic features, predict the synergy score measuring deviation from expected non-interaction effect. (1) Drug 2: C1C(C(OC1N2C=NC3=C2NC=NCC3O)CO)O. Drug 1: CN1C(=O)N2C=NC(=C2N=N1)C(=O)N. Cell line: HOP-92. Synergy scores: CSS=-4.68, Synergy_ZIP=2.40, Synergy_Bliss=2.29, Synergy_Loewe=0.812, Synergy_HSA=-2.22. (2) Drug 1: C1CC(C1)(C(=O)O)C(=O)O.[NH2-].[NH2-].[Pt+2]. Drug 2: CC1=C(N=C(N=C1N)C(CC(=O)N)NCC(C(=O)N)N)C(=O)NC(C(C2=CN=CN2)OC3C(C(C(C(O3)CO)O)O)OC4C(C(C(C(O4)CO)O)OC(=O)N)O)C(=O)NC(C)C(C(C)C(=O)NC(C(C)O)C(=O)NCCC5=NC(=CS5)C6=NC(=CS6)C(=O)NCCC[S+](C)C)O. Cell line: HCT116. Synergy scores: CSS=49.0, Synergy_ZIP=1.27, Synergy_Bliss=0.290, Synergy_Loewe=-9.62, Synergy_HSA=-0.863. (3) Drug 1: CCCCC(=O)OCC(=O)C1(CC(C2=C(C1)C(=C3C(=C2O)C(=O)C4=C(C3=O)C=CC=C4OC)O)OC5CC(C(C(O5)C)O)NC(=O)C(F)(F)F)O. Drug 2: C1=NC2=C(N=C(N=C2N1C3C(C(C(O3)CO)O)F)Cl)N. Cell line: CCRF-CEM. Synergy scores: CSS=46.6, Synergy_ZIP=-0.722, Synergy_Bliss=-0.159, Synergy_Loewe=-10.1, Synergy_HSA=-1.38. (4) Drug 1: CC1=C2C(C(=O)C3(C(CC4C(C3C(C(C2(C)C)(CC1OC(=O)C(C(C5=CC=CC=C5)NC(=O)C6=CC=CC=C6)O)O)OC(=O)C7=CC=CC=C7)(CO4)OC(=O)C)O)C)OC(=O)C. Drug 2: COCCOC1=C(C=C2C(=C1)C(=NC=N2)NC3=CC=CC(=C3)C#C)OCCOC.Cl. Cell line: UACC62. Synergy scores: CSS=45.5, Synergy_ZIP=-0.774, Synergy_Bliss=-0.696, Synergy_Loewe=-15.2, Synergy_HSA=-0.434. (5) Drug 1: COC1=CC(=CC(=C1O)OC)C2C3C(COC3=O)C(C4=CC5=C(C=C24)OCO5)OC6C(C(C7C(O6)COC(O7)C8=CC=CS8)O)O. Drug 2: CCC1(C2=C(COC1=O)C(=O)N3CC4=CC5=C(C=CC(=C5CN(C)C)O)N=C4C3=C2)O.Cl. Cell line: PC-3. Synergy scores: CSS=17.8, Synergy_ZIP=-7.30, Synergy_Bliss=-4.85, Synergy_Loewe=-2.64, Synergy_HSA=-1.95.